From a dataset of Peptide-MHC class II binding affinity with 134,281 pairs from IEDB. Regression. Given a peptide amino acid sequence and an MHC pseudo amino acid sequence, predict their binding affinity value. This is MHC class II binding data. (1) The peptide sequence is ISATPEWATPFPHRK. The MHC is DRB1_0405 with pseudo-sequence DRB1_0405. The binding affinity (normalized) is 0.133. (2) The peptide sequence is QSTFLGASQRGVGVA. The MHC is DRB3_0101 with pseudo-sequence DRB3_0101. The binding affinity (normalized) is 0.466. (3) The peptide sequence is QYVRLHEMSYDGV. The MHC is DRB1_0401 with pseudo-sequence DRB1_0401. The binding affinity (normalized) is 0.109. (4) The peptide sequence is ECGGILQAYDLRDAP. The MHC is DRB1_1001 with pseudo-sequence DRB1_1001. The binding affinity (normalized) is 0.417.